Dataset: Reaction yield outcomes from USPTO patents with 853,638 reactions. Task: Predict the reaction yield, written as a fraction of the theoretical maximum amount of product (1.0 means a 100% yield; for example, 0.34 means a 34% yield). (1) The reactants are [CH3:1][C:2]1[C:6]([CH2:7][N:8]2[CH:12]=[C:11]([N:13]3[CH2:17][CH2:16][NH:15][C:14]3=[O:18])[CH:10]=[N:9]2)=[C:5]([CH3:19])[O:4][N:3]=1.[H-].[Na+].[CH2:22](Br)[C:23]1[CH:28]=[CH:27][CH:26]=[CH:25][CH:24]=1. The catalyst is CN(C=O)C. The product is [CH2:22]([N:15]1[CH2:16][CH2:17][N:13]([C:11]2[CH:10]=[N:9][N:8]([CH2:7][C:6]3[C:2]([CH3:1])=[N:3][O:4][C:5]=3[CH3:19])[CH:12]=2)[C:14]1=[O:18])[C:23]1[CH:28]=[CH:27][CH:26]=[CH:25][CH:24]=1. The yield is 0.310. (2) The reactants are [CH3:1][O:2][C:3]1[CH:4]=[C:5]([CH:10]=[CH:11][C:12]=1[O:13]CC(C)=C)[C:6]([O:8][CH3:9])=[O:7]. The catalyst is CN1C(=O)CCC1. The product is [OH:13][C:12]1[C:11]([CH2:6][C:5]([CH3:10])=[CH2:4])=[CH:10][C:5]([C:6]([O:8][CH3:9])=[O:7])=[CH:4][C:3]=1[O:2][CH3:1]. The yield is 1.00. (3) The reactants are CS[C:3]1[NH:4][C:5](=[O:14])[C:6]([C:9]([O:11][CH2:12][CH3:13])=[O:10])=[CH:7][N:8]=1.[C:15]1([C:22]2[CH:27]=[CH:26][CH:25]=[CH:24][CH:23]=2)[CH:20]=[CH:19][C:18]([NH2:21])=[CH:17][CH:16]=1. The catalyst is C(O)C. The product is [C:15]1([C:22]2[CH:27]=[CH:26][CH:25]=[CH:24][CH:23]=2)[CH:16]=[CH:17][C:18]([NH:21][C:3]2[NH:4][C:5](=[O:14])[C:6]([C:9]([O:11][CH2:12][CH3:13])=[O:10])=[CH:7][N:8]=2)=[CH:19][CH:20]=1. The yield is 0.400. (4) The reactants are [Br-].[Br-].[Br-].B.C[O:6][C:7]1[CH:8]=[C:9]2[C:14](=[CH:15][CH:16]=1)[C:13](=[O:17])[N:12]([C:18]1[CH:19]=[N:20][CH:21]=[CH:22][C:23]=1[CH3:24])[CH2:11][CH2:10]2.C(OC(=O)C)C.C([O-])(O)=O.[Na+]. The catalyst is C(Cl)Cl.CCCCCC.CO. The product is [OH:6][C:7]1[CH:8]=[C:9]2[C:14](=[CH:15][CH:16]=1)[C:13](=[O:17])[N:12]([C:18]1[CH:19]=[N:20][CH:21]=[CH:22][C:23]=1[CH3:24])[CH2:11][CH2:10]2. The yield is 0.0970. (5) The reactants are [CH2:1]([CH:3]1[CH2:12][NH:11][C:10]2[C:5](=[CH:6][CH:7]=[C:8]([C:13]([F:16])([F:15])[F:14])[CH:9]=2)[NH:4]1)[CH3:2].CCN(C(C)C)C(C)C.[F:26][C:27]([F:43])([F:42])[C:28]1[CH:29]=[C:30]([CH:38](Br)[C:39]#[N:40])[CH:31]=[C:32]([C:34]([F:37])([F:36])[F:35])[CH:33]=1. The catalyst is CN(C=O)C. The product is [F:26][C:27]([F:42])([F:43])[C:28]1[CH:29]=[C:30]([CH:38]([N:11]2[C:10]3[C:5](=[CH:6][CH:7]=[C:8]([C:13]([F:16])([F:15])[F:14])[CH:9]=3)[NH:4][CH:3]([CH2:1][CH3:2])[CH2:12]2)[C:39]#[N:40])[CH:31]=[C:32]([C:34]([F:35])([F:36])[F:37])[CH:33]=1. The yield is 0.570. (6) The reactants are Br[C:2]1[CH:7]=[CH:6][C:5]([NH:8][S:9]([CH3:12])(=[O:11])=[O:10])=[CH:4][CH:3]=1.[F:13][C:14]1[CH:19]=[CH:18][C:17](B(O)O)=[CH:16][CH:15]=1.C(=O)(O)[O-].[Na+]. The catalyst is C(=O)([O-])[O-].[K+].[K+].CN(C)C=O.C1C=CC([P]([Pd]([P](C2C=CC=CC=2)(C2C=CC=CC=2)C2C=CC=CC=2)([P](C2C=CC=CC=2)(C2C=CC=CC=2)C2C=CC=CC=2)[P](C2C=CC=CC=2)(C2C=CC=CC=2)C2C=CC=CC=2)(C2C=CC=CC=2)C2C=CC=CC=2)=CC=1. The product is [F:13][C:14]1[CH:19]=[CH:18][C:17]([C:2]2[CH:7]=[CH:6][C:5]([NH:8][S:9]([CH3:12])(=[O:11])=[O:10])=[CH:4][CH:3]=2)=[CH:16][CH:15]=1. The yield is 0.850. (7) The reactants are [CH3:1][O:2][C:3]1[CH:8]=[CH:7][C:6]([CH2:9]O)=[CH:5][C:4]=1[CH3:11].[Cl:12]C(Cl)(Cl)C(Cl)(Cl)Cl.C1(P(C2C=CC=CC=2)C2C=CC=CC=2)C=CC=CC=1. The catalyst is C(Cl)Cl. The product is [CH3:1][O:2][C:3]1[CH:8]=[CH:7][C:6]([CH2:9][Cl:12])=[CH:5][C:4]=1[CH3:11]. The yield is 1.00.